The task is: Predict the product of the given reaction.. This data is from Forward reaction prediction with 1.9M reactions from USPTO patents (1976-2016). Given the reactants [CH3:1][O:2][C:3]1[CH:8]=[CH:7][C:6]([C:9]2[C:21]3[C:22]4[C:27]([O:28][C:29](=[O:30])[C:20]=3[N:19]3[C:10]=2[C:11]2[C:16]([CH2:17][CH2:18]3)=[C:15]([O:34][CH3:35])[C:14]([O:36][CH3:37])=[C:13]([O:38][CH3:39])[CH:12]=2)=[CH:26][C:25]([OH:31])=[C:24]([O:32][CH3:33])[CH:23]=4)=[CH:5][C:4]=1[OH:40], predict the reaction product. The product is: [CH3:4][C:3]([O:40][C:4]1[CH:5]=[C:6]([C:9]2[C:21]3[C:22]4[C:27]([O:28][C:29](=[O:30])[C:20]=3[N:19]3[C:10]=2[C:11]2[C:16]([CH2:17][CH2:18]3)=[C:15]([O:34][CH3:35])[C:14]([O:36][CH3:37])=[C:13]([O:38][CH3:39])[CH:12]=2)=[CH:26][C:25]([O:31][C:27]([CH3:26])=[O:28])=[C:24]([O:32][CH3:33])[CH:23]=4)[CH:7]=[CH:8][C:3]=1[O:2][CH3:1])=[O:2].